The task is: Predict the reactants needed to synthesize the given product.. This data is from Full USPTO retrosynthesis dataset with 1.9M reactions from patents (1976-2016). (1) Given the product [CH:25]1([C:2]2[C:3](=[O:24])[N:4]([C:17]3[CH:22]=[CH:21][C:20]([F:23])=[CH:19][CH:18]=3)[N:5]([CH3:16])[C:6]=2[CH2:7][CH2:8][C:9]2[CH:14]=[CH:13][C:12]([F:15])=[CH:11][CH:10]=2)[CH2:27][CH2:26]1, predict the reactants needed to synthesize it. The reactants are: Br[C:2]1[C:3](=[O:24])[N:4]([C:17]2[CH:22]=[CH:21][C:20]([F:23])=[CH:19][CH:18]=2)[N:5]([CH3:16])[C:6]=1[CH2:7][CH2:8][C:9]1[CH:14]=[CH:13][C:12]([F:15])=[CH:11][CH:10]=1.[CH:25]1(B(O)O)[CH2:27][CH2:26]1.P([O-])([O-])([O-])=O.[K+].[K+].[K+].C1(P(C2CCCCC2)C2CCCCC2)CCCCC1. (2) Given the product [NH2:2][C:3]1[CH:4]=[C:5]([B:9]([OH:11])[OH:10])[CH:6]=[CH:7][CH:8]=1, predict the reactants needed to synthesize it. The reactants are: O.[NH2:2][C:3]1[CH:4]=[C:5]([B:9]([OH:11])[OH:10])[CH:6]=[CH:7][CH:8]=1.OC(C(O)(C)C)(C)C.B(O)O. (3) Given the product [C:1]1([CH:7]2[CH2:11][C:12]3[C:17](=[CH:16][CH:15]=[CH:14][CH:13]=3)[C:8]2=[O:10])[CH:2]=[CH:3][CH:4]=[CH:5][CH:6]=1, predict the reactants needed to synthesize it. The reactants are: [C:1]1([CH:7]([CH2:11][C:12]2[CH:17]=[CH:16][CH:15]=[CH:14][CH:13]=2)[C:8]([OH:10])=O)[CH:6]=[CH:5][CH:4]=[CH:3][CH:2]=1.